Dataset: Full USPTO retrosynthesis dataset with 1.9M reactions from patents (1976-2016). Task: Predict the reactants needed to synthesize the given product. Given the product [Cl:1][C:2]1[CH:7]=[CH:6][C:5]([NH:8][C:9]([N:11]2[C:15]3[CH:16]=[CH:17][C:18]([O:20][C:21]4[CH:26]=[CH:25][N:24]=[C:23]([NH:33][CH3:32])[N:22]=4)=[CH:19][C:14]=3[O:13][CH2:12]2)=[O:10])=[CH:4][C:3]=1[C:28]([F:31])([F:30])[F:29], predict the reactants needed to synthesize it. The reactants are: [Cl:1][C:2]1[CH:7]=[CH:6][C:5]([NH:8][C:9]([N:11]2[C:15]3[CH:16]=[CH:17][C:18]([O:20][C:21]4[CH:26]=[CH:25][N:24]=[C:23](Cl)[N:22]=4)=[CH:19][C:14]=3[O:13][CH2:12]2)=[O:10])=[CH:4][C:3]=1[C:28]([F:31])([F:30])[F:29].[CH3:32][NH2:33].CCCCCC.CCOC(C)=O.